Dataset: Full USPTO retrosynthesis dataset with 1.9M reactions from patents (1976-2016). Task: Predict the reactants needed to synthesize the given product. (1) Given the product [CH3:1][O:2][C:3]1[CH:12]=[CH:11][CH:10]=[CH:9][C:4]=1[C:5]([NH:7][NH:8][C:36]([C:35]1[N:31]([C:28]2[CH:27]=[C:26]([CH2:25][NH:24][C:22](=[O:23])[C@@H:21]([NH:20][C:18](=[O:19])[O:17][C:13]([CH3:16])([CH3:14])[CH3:15])[CH3:43])[S:30][CH:29]=2)[N:32]=[C:33]([C:39]([F:40])([F:42])[F:41])[CH:34]=1)=[O:37])=[O:6], predict the reactants needed to synthesize it. The reactants are: [CH3:1][O:2][C:3]1[CH:12]=[CH:11][CH:10]=[CH:9][C:4]=1[C:5]([NH:7][NH2:8])=[O:6].[C:13]([O:17][C:18]([NH:20][C@@H:21]([CH3:43])[C:22]([NH:24][CH2:25][C:26]1[S:30][CH:29]=[C:28]([N:31]2[C:35]([C:36](O)=[O:37])=[CH:34][C:33]([C:39]([F:42])([F:41])[F:40])=[N:32]2)[CH:27]=1)=[O:23])=[O:19])([CH3:16])([CH3:15])[CH3:14].C(Cl)CCl. (2) Given the product [ClH:24].[NH2:15][CH:4]([CH:5]([OH:14])[CH2:6][CH2:7][C:8]1[CH:13]=[CH:12][CH:11]=[CH:10][CH:9]=1)[C:3]([OH:23])=[O:2], predict the reactants needed to synthesize it. The reactants are: C[O:2][C:3](=[O:23])[CH:4]([NH:15]C(OC(C)(C)C)=O)[CH:5]([OH:14])[CH2:6][CH2:7][C:8]1[CH:13]=[CH:12][CH:11]=[CH:10][CH:9]=1.[ClH:24].